Dataset: Catalyst prediction with 721,799 reactions and 888 catalyst types from USPTO. Task: Predict which catalyst facilitates the given reaction. (1) Product: [I:16][C:17]1[CH:25]=[CH:24][C:20]([C:21]([NH:1][C:2]2[CH:7]=[CH:6][CH:5]=[CH:4][C:3]=2[OH:8])=[O:22])=[CH:19][CH:18]=1. Reactant: [NH2:1][C:2]1[CH:7]=[CH:6][CH:5]=[CH:4][C:3]=1[OH:8].C(N(CC)CC)C.[I:16][C:17]1[CH:25]=[CH:24][C:20]([C:21](Cl)=[O:22])=[CH:19][CH:18]=1.O. The catalyst class is: 7. (2) Reactant: [C:1]([O:5][C:6]([N:8]1[CH2:13][CH2:12][CH:11]([NH:14][S:15]([C:18]2[C:27]3[CH2:26][CH2:25][CH2:24][CH2:23][C:22]=3[C:21]([C:28]#[N:29])=[CH:20][CH:19]=2)(=[O:17])=[O:16])[CH2:10][CH2:9]1)=[O:7])([CH3:4])([CH3:3])[CH3:2].C([OH:33])(C)C. Product: [C:1]([O:5][C:6]([N:8]1[CH2:9][CH2:10][CH:11]([NH:14][S:15]([C:18]2[C:27]3[CH2:26][CH2:25][CH2:24][CH2:23][C:22]=3[C:21]([C:28](=[O:33])[NH2:29])=[CH:20][CH:19]=2)(=[O:17])=[O:16])[CH2:12][CH2:13]1)=[O:7])([CH3:4])([CH3:2])[CH3:3]. The catalyst class is: 500. (3) Reactant: [CH2:1]([C:5]1[C:13]2[C:8](=[CH:9][CH:10]=[C:11]([C:14]([OH:16])=O)[CH:12]=2)[N:7]([CH3:17])[CH:6]=1)[CH2:2][CH2:3][CH3:4].[NH2:18][C@@H:19]([CH2:33][C:34]1[CH:39]=[C:38]([F:40])[CH:37]=[C:36]([F:41])[CH:35]=1)[C@H:20]([OH:32])[CH2:21][NH:22][CH2:23][C:24]1[CH:29]=[CH:28][CH:27]=[C:26]([CH2:30][CH3:31])[CH:25]=1. Product: [CH2:1]([C:5]1[C:13]2[C:8](=[CH:9][CH:10]=[C:11]([C:14]([NH:18][C@@H:19]([CH2:33][C:34]3[CH:35]=[C:36]([F:41])[CH:37]=[C:38]([F:40])[CH:39]=3)[C@H:20]([OH:32])[CH2:21][NH:22][CH2:23][C:24]3[CH:29]=[CH:28][CH:27]=[C:26]([CH2:30][CH3:31])[CH:25]=3)=[O:16])[CH:12]=2)[N:7]([CH3:17])[CH:6]=1)[CH2:2][CH2:3][CH3:4]. The catalyst class is: 539. (4) Reactant: [F:1][C:2]1[CH:3]=[CH:4][C:5]([OH:18])=[C:6]([C:8](=[O:17])[CH2:9][C:10]2[CH:15]=[CH:14][CH:13]=[C:12]([F:16])[CH:11]=2)[CH:7]=1.CN(C(ON1N=NC2C=CC=NC1=2)=[N+](C)C)C.F[P-](F)(F)(F)(F)F.[CH2:43]([O:50][C@H:51]([CH3:55])[C:52](O)=O)[C:44]1[CH:49]=[CH:48][CH:47]=[CH:46][CH:45]=1.C(N(CC)CC)C. Product: [CH2:43]([O:50][C@@H:51]([C:55]1[O:18][C:5]2[C:6]([C:8](=[O:17])[C:9]=1[C:10]1[CH:15]=[CH:14][CH:13]=[C:12]([F:16])[CH:11]=1)=[CH:7][C:2]([F:1])=[CH:3][CH:4]=2)[CH3:52])[C:44]1[CH:49]=[CH:48][CH:47]=[CH:46][CH:45]=1. The catalyst class is: 4. (5) Product: [NH2:38][C:31]1[C:32]2[C:37](=[CH:36][CH:35]=[CH:34][CH:33]=2)[C:28]([O:27][C:25]2[CH:24]=[CH:23][N:22]=[C:21]([NH:20][C:17]3[CH:18]=[CH:19][C:14]([P:11]([CH3:13])(=[O:12])[O:10][CH2:8][CH3:9])=[C:15]([CH3:46])[CH:16]=3)[CH:26]=2)=[CH:29][CH:30]=1. Reactant: C(O)(C(F)(F)F)=O.[CH2:8]([O:10][P:11]([C:14]1[CH:19]=[CH:18][C:17]([NH:20][C:21]2[CH:26]=[C:25]([O:27][C:28]3[C:37]4[C:32](=[CH:33][CH:34]=[CH:35][CH:36]=4)[C:31]([NH:38]C(=O)OC(C)(C)C)=[CH:30][CH:29]=3)[CH:24]=[CH:23][N:22]=2)=[CH:16][C:15]=1[CH3:46])([CH3:13])=[O:12])[CH3:9]. The catalyst class is: 2. (6) Reactant: [CH3:1][O:2][C:3]1[CH:12]=[C:11]([NH:13][C:14]([C:16]2[S:17][C:18]([CH:24]([CH3:26])[CH3:25])=[C:19]([CH:21]([CH3:23])[CH3:22])[CH:20]=2)=[O:15])[CH:10]=[CH:9][C:4]=1[C:5]([O:7]C)=[O:6]. Product: [CH3:1][O:2][C:3]1[CH:12]=[C:11]([NH:13][C:14]([C:16]2[S:17][C:18]([CH:24]([CH3:26])[CH3:25])=[C:19]([CH:21]([CH3:22])[CH3:23])[CH:20]=2)=[O:15])[CH:10]=[CH:9][C:4]=1[C:5]([OH:7])=[O:6]. The catalyst class is: 74. (7) Reactant: [Cl:1][C:2]1[N:6]([CH3:7])[N:5]=[C:4]([CH3:8])[C:3]=1[CH:9]=[O:10].C(=O)([O-])[O-].[Na+].[Na+].[Cl:17]Cl. Product: [Cl:1][C:2]1[N:6]([CH3:7])[N:5]=[C:4]([CH3:8])[C:3]=1[C:9]([Cl:17])=[O:10]. The catalyst class is: 159. (8) Reactant: C(C1N2C(=CC(=O)C(C(OCC)=O)=C2)C2C=C(OC)C(OCC=C(F)F)=CC=2C1)(C)(C)C.[C:33]([CH:37]1[N:46]2[C:41](=[CH:42][C:43](=[O:52])[C:44]([C:47]([O:49]CC)=[O:48])=[CH:45]2)[C:40]2[CH:53]=[C:54]([O:63][CH3:64])[C:55]([O:57][C:58]([F:62])([F:61])[CH:59]=[CH2:60])=[CH:56][C:39]=2[CH2:38]1)([CH3:36])([CH3:35])[CH3:34].O[Li].O.Cl. Product: [C:33]([CH:37]1[N:46]2[C:41](=[CH:42][C:43](=[O:52])[C:44]([C:47]([OH:49])=[O:48])=[CH:45]2)[C:40]2[CH:53]=[C:54]([O:63][CH3:64])[C:55]([O:57][C:58]([F:62])([F:61])[CH:59]=[CH2:60])=[CH:56][C:39]=2[CH2:38]1)([CH3:34])([CH3:35])[CH3:36]. The catalyst class is: 72. (9) Reactant: Br[C:2]1[CH:3]=[CH:4][C:5]([NH2:8])=[N:6][CH:7]=1.C(=O)([O-])[O-].[K+].[K+].[CH3:15][CH2:16]O. Product: [CH:15]([C:2]1[CH:3]=[CH:4][C:5]([NH2:8])=[N:6][CH:7]=1)=[CH2:16]. The catalyst class is: 109. (10) Product: [CH3:28][N:29]1[CH2:30][CH2:31][N:32]([C:35]2[CH:41]=[CH:40][C:38]([NH:39][C:2]3[C:3]4[NH:18][N:17]=[CH:16][C:4]=4[N:5]=[C:6]([C:8]4[CH:13]=[CH:12][CH:11]=[C:10]([S:14][CH3:15])[CH:9]=4)[N:7]=3)=[CH:37][CH:36]=2)[CH2:33][CH2:34]1. The catalyst class is: 71. Reactant: Cl[C:2]1[C:3]2[C:4](=[CH:16][N:17](CC3C=CC(OC)=CC=3)[N:18]=2)[N:5]=[C:6]([C:8]2[CH:13]=[CH:12][CH:11]=[C:10]([S:14][CH3:15])[CH:9]=2)[N:7]=1.[CH3:28][N:29]1[CH2:34][CH2:33][N:32]([C:35]2[CH:41]=[CH:40][C:38]([NH2:39])=[CH:37][CH:36]=2)[CH2:31][CH2:30]1.Cl.